Dataset: Experimentally validated miRNA-target interactions with 360,000+ pairs, plus equal number of negative samples. Task: Binary Classification. Given a miRNA mature sequence and a target amino acid sequence, predict their likelihood of interaction. The miRNA is hsa-miR-29a-3p with sequence UAGCACCAUCUGAAAUCGGUUA. The protein sequence of the target gene is MAAGAAEAAVAAVEEVGSAGQFEELLRLKAKSLLVVHFWAPWAPQCAQMNEVMAELAKELPQVSFVKLEAEGVPEVSEKYEISSVPTFLFFKNSQKIDRLDGAHAPELTKKVQRHASSGSFLPSANEHLKEDLNLRLKKLTHAAPCMLFMKGTPQEPRCGFSKQMVEILHKHNIQFSSFDIFSDEEVRQGLKAYSSWPTYPQLYVSGELIGGLDIIKELEASEELDTICPKAPKLEERLKVLTNKASVMLFMKGNKQEAKCGFSKQILEILNSTGVEYETFDILEDEEVRQGLKAYSNWP.... Result: 1 (interaction).